The task is: Predict the reaction yield, written as a fraction of the theoretical maximum amount of product (1.0 means a 100% yield; for example, 0.34 means a 34% yield).. This data is from Reaction yield outcomes from USPTO patents with 853,638 reactions. (1) The reactants are [CH2:1]([O:4][C:5]1[C:14]2[C:15](=[O:27])[N:16]([CH2:19][C:20]3[CH:25]=[CH:24][C:23]([F:26])=[CH:22][CH:21]=3)[C:17](=[O:18])[C:13]=2[C:12]([O:28]COC)=[C:11]2[C:6]=1[CH:7]=[CH:8][CH:9]=[N:10]2)[CH:2]=[CH2:3].FC(F)(F)C(O)=O. The catalyst is ClCCl. The product is [CH2:1]([O:4][C:5]1[C:14]2[C:15](=[O:27])[N:16]([CH2:19][C:20]3[CH:25]=[CH:24][C:23]([F:26])=[CH:22][CH:21]=3)[C:17](=[O:18])[C:13]=2[C:12]([OH:28])=[C:11]2[C:6]=1[CH:7]=[CH:8][CH:9]=[N:10]2)[CH:2]=[CH2:3]. The yield is 0.440. (2) The reactants are [CH:1]([N:14]1[C:22]2[C:17](=[CH:18][C:19]([Cl:23])=[CH:20][CH:21]=2)[C:16]([CH2:24][CH2:25][S:26]([C:29]2[CH:38]=[CH:37][C:32]([C:33]([O:35]C)=[O:34])=[CH:31][CH:30]=2)(=[O:28])=[O:27])=[C:15]1[CH2:39][CH2:40][NH:41][S:42]([CH2:45][C:46]1[CH:51]=[CH:50][CH:49]=[CH:48][CH:47]=1)(=[O:44])=[O:43])([C:8]1[CH:13]=[CH:12][CH:11]=[CH:10][CH:9]=1)[C:2]1[CH:7]=[CH:6][CH:5]=[CH:4][CH:3]=1.C1COCC1.[OH-].[Na+]. The catalyst is CO. The product is [CH:1]([N:14]1[C:22]2[C:17](=[CH:18][C:19]([Cl:23])=[CH:20][CH:21]=2)[C:16]([CH2:24][CH2:25][S:26]([C:29]2[CH:30]=[CH:31][C:32]([C:33]([OH:35])=[O:34])=[CH:37][CH:38]=2)(=[O:28])=[O:27])=[C:15]1[CH2:39][CH2:40][NH:41][S:42]([CH2:45][C:46]1[CH:47]=[CH:48][CH:49]=[CH:50][CH:51]=1)(=[O:43])=[O:44])([C:2]1[CH:3]=[CH:4][CH:5]=[CH:6][CH:7]=1)[C:8]1[CH:13]=[CH:12][CH:11]=[CH:10][CH:9]=1. The yield is 0.920. (3) The reactants are [F:1][C:2]([F:19])([F:18])[C:3]1[NH:4][C:5]2[C:6]([N:17]=1)=[C:7]1[C:12](=[CH:13][CH:14]=2)[CH2:11][CH2:10][CH:9]([CH2:15][OH:16])[O:8]1.[C:20]1([CH3:30])[CH:25]=[CH:24][C:23]([S:26](Cl)(=[O:28])=[O:27])=[CH:22][CH:21]=1. The catalyst is N1C=CC=CC=1.C(OCC)(=O)C. The product is [F:19][C:2]([F:1])([F:18])[C:3]1[NH:4][C:5]2[C:6]([N:17]=1)=[C:7]1[C:12](=[CH:13][CH:14]=2)[CH2:11][CH2:10][CH:9]([CH2:15][O:16][S:26]([C:23]2[CH:24]=[CH:25][C:20]([CH3:30])=[CH:21][CH:22]=2)(=[O:28])=[O:27])[O:8]1. The yield is 0.870. (4) The reactants are [OH:1][C:2]1[CH:3]=[C:4]([CH:19]=[CH:20][CH:21]=1)[CH2:5][NH:6][C:7]([C:9]1[CH:10]=[C:11]2[C:16](=[CH:17][CH:18]=1)[N:15]=[CH:14][CH:13]=[CH:12]2)=[O:8].[OH-].[Na+].[CH:24]1([CH2:27]Br)[CH2:26][CH2:25]1.[I-].[Na+]. The catalyst is C(#N)C.O.FC(F)(F)C(O)=O.O1CCCC1. The product is [CH:24]1([CH2:27][O:1][C:2]2[CH:3]=[C:4]([CH:19]=[CH:20][CH:21]=2)[CH2:5][NH:6][C:7]([C:9]2[CH:10]=[C:11]3[C:16](=[CH:17][CH:18]=2)[N:15]=[CH:14][CH:13]=[CH:12]3)=[O:8])[CH2:26][CH2:25]1. The yield is 0.200. (5) The reactants are [CH3:1][C@@:2]1([N:10]2[C:19](=[O:20])[C:18]3[C:13](=[CH:14][CH:15]=[CH:16][C:17]=3[N+:21]([O-])=O)[N:12]=[C:11]2[CH3:24])[CH2:7][CH2:6][C:5](=[O:8])[NH:4][C:3]1=[O:9]. The catalyst is C(OCC)(=O)C.CO.[Pd]. The product is [NH2:21][C:17]1[CH:16]=[CH:15][CH:14]=[C:13]2[C:18]=1[C:19](=[O:20])[N:10]([C@:2]1([CH3:1])[CH2:7][CH2:6][C:5](=[O:8])[NH:4][C:3]1=[O:9])[C:11]([CH3:24])=[N:12]2. The yield is 0.440. (6) The catalyst is C1(C)C(C)=CC=CC=1. The reactants are [CH:1]1([NH2:7])[CH2:6][CH2:5][CH2:4][CH2:3][CH2:2]1.C([O:10][C:11]([C:13]1[C:14](=[O:31])[N:15]([CH2:24][C:25]2[CH:30]=[CH:29][CH:28]=[CH:27][CH:26]=2)[C:16]2[C:21]([C:22]=1[OH:23])=[CH:20][CH:19]=[CH:18][N:17]=2)=O)C. The product is [CH:1]1([NH:7][C:11]([C:13]2[C:14](=[O:31])[N:15]([CH2:24][C:25]3[CH:30]=[CH:29][CH:28]=[CH:27][CH:26]=3)[C:16]3[C:21]([C:22]=2[OH:23])=[CH:20][CH:19]=[CH:18][N:17]=3)=[O:10])[CH2:6][CH2:5][CH2:4][CH2:3][CH2:2]1. The yield is 0.820. (7) The reactants are [CH2:1]([O:3][C:4](=[O:19])[C:5]([CH2:12][CH2:13][C:14]1[S:15][CH:16]=[CH:17][CH:18]=1)([CH3:11])[C:6]([O:8]CC)=[O:7])[CH3:2].[OH-].[K+]. The catalyst is C(O)C.O. The product is [CH2:1]([O:3][C:4](=[O:19])[C:5]([CH2:12][CH2:13][C:14]1[S:15][CH:16]=[CH:17][CH:18]=1)([CH3:11])[C:6]([OH:8])=[O:7])[CH3:2]. The yield is 0.600. (8) The reactants are C[CH2:2][N:3](C(C)C)C(C)C.CC(C1C=C(C(C)C)C(C2C=CC=CC=2P(C2CCCCC2)C2CCCCC2)=C(C(C)C)C=1)C.Br[C:45]1[CH:54]=[CH:53][C:52]([N+:55]([O-:57])=[O:56])=[C:51]2[C:46]=1[CH:47]=[CH:48][CH:49]=[N:50]2.O. The yield is 0.630. The catalyst is CN(C=O)C.[C-]#N.[C-]#N.[Zn+2]. The product is [N+:55]([C:52]1[C:51]2[N:50]=[CH:49][CH:48]=[CH:47][C:46]=2[C:45]([C:2]#[N:3])=[CH:54][CH:53]=1)([O-:57])=[O:56]. (9) The reactants are [BH4-].[Na+].C([O:5][C:6]([C:8]1[CH:13]=[CH:12][N:11]=[C:10]([C:14]2[CH:19]=[C:18]([C:20](OCC)=[O:21])[CH:17]=[C:16]([C:25]3[CH:30]=[C:29]([CH2:31][CH2:32][CH2:33][CH2:34][CH2:35][CH2:36][CH2:37][CH2:38][CH2:39][CH2:40][CH2:41][CH2:42][CH2:43][CH2:44][CH2:45][CH3:46])[CH:28]=[C:27]([C:47]4[CH:52]=[C:51]([CH2:53][CH2:54][CH2:55][CH2:56][CH2:57][CH2:58][CH2:59][CH2:60][CH2:61][CH2:62][CH2:63][CH2:64][CH2:65][CH2:66][CH2:67][CH2:68][CH2:69][CH2:70][CH3:71])[CH:50]=[CH:49][N:48]=4)[N:26]=3)[N:15]=2)[CH:9]=1)=O)C.[Cl-].[NH4+].[BH4-]. The catalyst is C(O)C. The product is [OH:5][CH2:6][C:8]1[CH:13]=[CH:12][N:11]=[C:10]([C:14]2[CH:19]=[C:18]([CH2:20][OH:21])[CH:17]=[C:16]([C:25]3[CH:30]=[C:29]([CH2:31][CH2:32][CH2:33][CH2:34][CH2:35][CH2:36][CH2:37][CH2:38][CH2:39][CH2:40][CH2:41][CH2:42][CH2:43][CH2:44][CH2:45][CH3:46])[CH:28]=[C:27]([C:47]4[CH:52]=[C:51]([CH2:53][CH2:54][CH2:55][CH2:56][CH2:57][CH2:58][CH2:59][CH2:60][CH2:61][CH2:62][CH2:63][CH2:64][CH2:65][CH2:66][CH2:67][CH2:68][CH2:69][CH2:70][CH3:71])[CH:50]=[CH:49][N:48]=4)[N:26]=3)[N:15]=2)[CH:9]=1. The yield is 0.800. (10) The reactants are CN(C)C=O.[N-:6]=[N+:7]=[N-:8].[Na+].[C:10]([O:13][C@@H:14]1[O:31][C@H:30]([CH2:32]S(C)(=O)=O)[C@@H:25]([O:26][C:27](=[O:29])[CH3:28])[C@H:20]([O:21][C:22](=[O:24])[CH3:23])[C@H:15]1[O:16][C:17](=[O:19])[CH3:18])(=[O:12])[CH3:11]. The catalyst is C(OCC)(=O)C. The product is [C:10]([O:13][C@@H:14]1[O:31][C@H:30]([CH2:32][N:6]=[N+:7]=[N-:8])[C@@H:25]([O:26][C:27](=[O:29])[CH3:28])[C@H:20]([O:21][C:22](=[O:24])[CH3:23])[C@H:15]1[O:16][C:17](=[O:19])[CH3:18])(=[O:12])[CH3:11]. The yield is 0.395.